This data is from Serine/threonine kinase 33 screen with 319,792 compounds. The task is: Binary Classification. Given a drug SMILES string, predict its activity (active/inactive) in a high-throughput screening assay against a specified biological target. (1) The drug is O(C(=O)CN(c1nc(cc(n1)C)C)C#N)C. The result is 0 (inactive). (2) The compound is Clc1cc(NC(=O)c2nc[nH]c2C(=O)NC(c2ccccc2)C)ccc1. The result is 0 (inactive). (3) The compound is O=C(N1CC(CCC1)C)/C=C\c1ccc(cc1)C. The result is 0 (inactive). (4) The molecule is OC1(CCCC1)C(c1ccccc1)C(OCCN(C)C)=O. The result is 0 (inactive). (5) The compound is O=C1c2c(C(=O)c3c1cccc3)c(N)cc(c2N)C(O)=O. The result is 1 (active). (6) The molecule is Clc1c(c2cc3c(NCc4cccnc4)ncnc3cc2)cccc1. The result is 0 (inactive). (7) The compound is O(c1c(OC)cc(NC(=O)Nc2cc(ccc2)C(=O)C)cc1OC)C. The result is 0 (inactive). (8) The result is 0 (inactive). The drug is O1CCN(CC1)C(=O)c1c(NC(=O)C(Oc2ccc(cc2)C)C)cccc1. (9) The compound is Fc1ccc(/C=N\c2oc(c(c2C#N)C)C)cc1. The result is 0 (inactive). (10) The molecule is S(=O)(=O)(Nc1ccc(cc1)C(OCC)=O)c1ccc(cc1)c1nc(oc1)C. The result is 0 (inactive).